Dataset: Catalyst prediction with 721,799 reactions and 888 catalyst types from USPTO. Task: Predict which catalyst facilitates the given reaction. Reactant: [Na+].[Br-:2].CS(O[CH2:8][C@@H:9]1[CH2:13][C:12]([F:15])([F:14])[CH2:11][N:10]1[C:16]1[CH:21]=[CH:20][C:19]([N+:22]([O-:24])=[O:23])=[C:18]([C:25]([F:28])([F:27])[F:26])[CH:17]=1)(=O)=O. Product: [Br:2][CH2:8][C@@H:9]1[CH2:13][C:12]([F:15])([F:14])[CH2:11][N:10]1[C:16]1[CH:21]=[CH:20][C:19]([N+:22]([O-:24])=[O:23])=[C:18]([C:25]([F:28])([F:27])[F:26])[CH:17]=1. The catalyst class is: 647.